Dataset: Retrosynthesis with 50K atom-mapped reactions and 10 reaction types from USPTO. Task: Predict the reactants needed to synthesize the given product. (1) Given the product CC(C)OC(=O)N1CCC(c2nc3cc(-c4ccc(C(N)=O)cc4Cl)ccc3o2)CC1, predict the reactants needed to synthesize it. The reactants are: CC(C)OC(=O)N1CCC(c2nc3cc(B4OC(C)(C)C(C)(C)O4)ccc3o2)CC1.NC(=O)c1ccc(Br)c(Cl)c1. (2) Given the product CC(C)(C)OC(=O)N1CCCC(CNC(=O)c2c[nH]c3c(-c4c(OCC5CC5)ccc5c4OCO5)ncnc23)C1, predict the reactants needed to synthesize it. The reactants are: CC(C)(C)OC(=O)N1CCCC(CN)C1.O=C(O)c1c[nH]c2c(-c3c(OCC4CC4)ccc4c3OCO4)ncnc12. (3) Given the product CN1C(C(=O)Nc2ccc(O)c(=O)cc2)=C(O)c2ccccc2S1(=O)=O, predict the reactants needed to synthesize it. The reactants are: COC(=O)C1=C(O)c2ccccc2S(=O)(=O)N1C.Nc1ccc(O)c(=O)cc1. (4) The reactants are: CC(C)CN(c1ccc(C(O)(C#CC(=O)O)C(F)(F)F)cc1)S(=O)(=O)c1ccccc1.CN. Given the product CNC(=O)C#CC(O)(c1ccc(N(CC(C)C)S(=O)(=O)c2ccccc2)cc1)C(F)(F)F, predict the reactants needed to synthesize it. (5) Given the product Cc1nc(I)c(C)n1-c1ccn(C)c(=O)c1, predict the reactants needed to synthesize it. The reactants are: CI.Cc1nc(I)c(C)n1-c1cc[nH]c(=O)c1. (6) Given the product CN(c1cccc2cc(-c3nccs3)[nH]c12)S(=O)(=O)c1ccsc1C(=O)N1CCOCC1, predict the reactants needed to synthesize it. The reactants are: C1COCCN1.CN(c1cccc2cc(-c3nccs3)[nH]c12)S(=O)(=O)c1ccsc1C(=O)O.